Regression. Given a peptide amino acid sequence and an MHC pseudo amino acid sequence, predict their binding affinity value. This is MHC class I binding data. From a dataset of Peptide-MHC class I binding affinity with 185,985 pairs from IEDB/IMGT. (1) The peptide sequence is WAIQCYTGV. The MHC is HLA-A02:19 with pseudo-sequence HLA-A02:19. The binding affinity (normalized) is 0.0847. (2) The MHC is H-2-Db with pseudo-sequence H-2-Db. The peptide sequence is ISRNYSTL. The binding affinity (normalized) is 0.230. (3) The peptide sequence is EVWGMRWPI. The MHC is HLA-B35:01 with pseudo-sequence HLA-B35:01. The binding affinity (normalized) is 0.265. (4) The peptide sequence is KLILAEYIR. The MHC is HLA-A03:01 with pseudo-sequence HLA-A03:01. The binding affinity (normalized) is 0.169. (5) The peptide sequence is LIDLAFLIK. The MHC is HLA-A33:01 with pseudo-sequence HLA-A33:01. The binding affinity (normalized) is 0.